Dataset: Reaction yield outcomes from USPTO patents with 853,638 reactions. Task: Predict the reaction yield, written as a fraction of the theoretical maximum amount of product (1.0 means a 100% yield; for example, 0.34 means a 34% yield). (1) The reactants are FC(F)(F)S(O[C@H:7]1[CH2:12][C@@H:11]([CH2:13][CH2:14][CH2:15][CH:16]=[CH2:17])[O:10][C@@:9]([O:33][CH3:34])([C@@H:18]2[CH2:22][S:21][C:20](=[O:23])[N:19]2[CH2:24][C:25]2[CH:30]=[CH:29][C:28]([O:31][CH3:32])=[CH:27][CH:26]=2)[CH2:8]1)(=O)=O.[N-:37]=[N+:38]=[N-:39].[Na+]. The catalyst is CN(C=O)C.C(OCC)(=O)C. The product is [N:37]([C@@H:7]1[CH2:12][C@@H:11]([CH2:13][CH2:14][CH2:15][CH:16]=[CH2:17])[O:10][C@:9]([C@@H:18]2[CH2:22][S:21][C:20](=[O:23])[N:19]2[CH2:24][C:25]2[CH:30]=[CH:29][C:28]([O:31][CH3:32])=[CH:27][CH:26]=2)([O:33][CH3:34])[CH2:8]1)=[N+:38]=[N-:39]. The yield is 0.820. (2) The reactants are [C:1]([O:5][C:6]([N:8]1[CH2:12][CH2:11][C@@H:10]([OH:13])[CH2:9]1)=[O:7])([CH3:4])([CH3:3])[CH3:2].[I-].[K+].[OH-].[K+].[CH2:18](Cl)[C:19]1[CH:24]=[CH:23][CH:22]=[CH:21][CH:20]=1.S([O-])([O-])(=O)=S.[Na+].[Na+]. The catalyst is C1(C)C=CC=CC=1.CS(C)=O. The product is [C:1]([O:5][C:6]([N:8]1[CH2:12][CH2:11][C@@H:10]([O:13][CH2:18][C:19]2[CH:24]=[CH:23][CH:22]=[CH:21][CH:20]=2)[CH2:9]1)=[O:7])([CH3:4])([CH3:2])[CH3:3]. The yield is 0.980. (3) The reactants are Br[C:2]1[CH:3]=[N:4][CH:5]=[C:6]2[C:11]=1[N:10]=[C:9]([C:12]([NH2:14])=[O:13])[CH:8]=[CH:7]2.[CH:15]([O:18][C:19]1[CH:24]=[CH:23][C:22](B(O)O)=[CH:21][CH:20]=1)([CH3:17])[CH3:16].C(=O)([O-])[O-].[Cs+].[Cs+]. The catalyst is O1CCOCC1.O.C1(P([C-]2C=CC=C2)C2C=CC=CC=2)C=CC=CC=1.[C-]1(P(C2C=CC=CC=2)C2C=CC=CC=2)C=CC=C1.[Fe+2].[Pd](Cl)Cl. The product is [CH:15]([O:18][C:19]1[CH:24]=[CH:23][C:22]([C:2]2[CH:3]=[N:4][CH:5]=[C:6]3[C:11]=2[N:10]=[C:9]([C:12]([NH2:14])=[O:13])[CH:8]=[CH:7]3)=[CH:21][CH:20]=1)([CH3:17])[CH3:16]. The yield is 0.880. (4) The reactants are N(C(N1CCCCC1)=O)=NC(N1CCCCC1)=O.[Cl:19][C:20]1[CH:39]=[CH:38][C:23]([NH:24][C:25]2[C:34]3[C:29](=[CH:30][C:31]([OH:37])=[C:32]([O:35][CH3:36])[CH:33]=3)[N:28]=[CH:27][N:26]=2)=[C:22]([F:40])[CH:21]=1.O[CH2:42][C:43]1[CH:48]=[CH:47][N:46]=[C:45]([NH:49][CH3:50])[CH:44]=1.C(P(CCCC)CCCC)CCC. The catalyst is C(Cl)Cl. The product is [ClH:19].[Cl:19][C:20]1[CH:39]=[CH:38][C:23]([NH:24][C:25]2[C:34]3[C:29](=[CH:30][C:31]([O:37][CH2:42][C:43]4[CH:48]=[CH:47][N:46]=[C:45]([NH:49][CH3:50])[CH:44]=4)=[C:32]([O:35][CH3:36])[CH:33]=3)[N:28]=[CH:27][N:26]=2)=[C:22]([F:40])[CH:21]=1. The yield is 0.450. (5) The reactants are N[C:2]1[CH:7]=[C:6]([CH3:8])[C:5]([Br:9])=[C:4]([CH3:10])[N:3]=1.N([O-])=O.[Na+].[H+].[B-](F)(F)(F)[F:17]. The catalyst is O. The product is [Br:9][C:5]1[C:4]([CH3:10])=[N:3][C:2]([F:17])=[CH:7][C:6]=1[CH3:8]. The yield is 0.360. (6) The reactants are NC1C2C(C3C=CC(N[C:18]([C:20]4[N:21]([CH3:29])[C:22]5[C:27]([CH:28]=4)=[CH:26][CH:25]=[CH:24][CH:23]=5)=[O:19])=C(OC)C=3)=CSC=2C(C#CCCCCN2C(=O)C3C(=CC=CC=3)C2=O)=CN=1.[OH2:49].NN. The catalyst is C(O)C. The product is [CH3:29][N:21]1[C:22]2[C:27](=[CH:26][CH:25]=[CH:24][CH:23]=2)[CH:28]=[C:20]1[C:18]([OH:19])=[O:49]. The yield is 0.100.